Dataset: Reaction yield outcomes from USPTO patents with 853,638 reactions. Task: Predict the reaction yield, written as a fraction of the theoretical maximum amount of product (1.0 means a 100% yield; for example, 0.34 means a 34% yield). (1) The yield is 0.720. The product is [CH2:14]([N:6]1[C:7]2[C:3](=[C:2]([O:1][CH2:4][C:3]3[CH:7]=[CH:8][CH:9]=[CH:10][CH:2]=3)[CH:10]=[CH:9][CH:8]=2)[CH:4]=[C:5]1[CH3:11])[C:15]1[CH:20]=[CH:19][CH:18]=[CH:17][CH:16]=1. The reactants are [OH:1][C:2]1[CH:10]=[CH:9][CH:8]=[C:7]2[C:3]=1[CH:4]=[C:5]([CH3:11])[NH:6]2.[H-].[Na+].[CH2:14](Br)[C:15]1[CH:20]=[CH:19][CH:18]=[CH:17][CH:16]=1. The catalyst is CN(C=O)C.C(OCC)(=O)C. (2) The reactants are [CH2:1]([C:5]1[N:6]=[C:7]([CH3:27])[NH:8][C:9](=[O:26])[C:10]=1[CH2:11][C:12]1[CH:17]=[CH:16][C:15]([C:18]2[C:19]([C:24]#[N:25])=[CH:20][CH:21]=[CH:22][CH:23]=2)=[CH:14][CH:13]=1)[CH2:2][CH2:3][CH3:4].N(C(N1CCCCC1)=O)=NC(N1CCCCC1)=O.C(P(CCCC)CCCC)CCC.[N:59]1[CH:64]=[CH:63][N:62]=[CH:61][C:60]=1[CH2:65]O. The catalyst is C(OCC)(=O)C.O1CCCC1. The product is [CH2:1]([C:5]1[N:6]=[C:7]([CH3:27])[N:8]([CH2:65][C:60]2[CH:61]=[N:62][CH:63]=[CH:64][N:59]=2)[C:9](=[O:26])[C:10]=1[CH2:11][C:12]1[CH:17]=[CH:16][C:15]([C:18]2[C:19]([C:24]#[N:25])=[CH:20][CH:21]=[CH:22][CH:23]=2)=[CH:14][CH:13]=1)[CH2:2][CH2:3][CH3:4]. The yield is 0.690. (3) The reactants are [OH-].[Na+].Cl.[OH:4][CH:5]1[O:13][C@H:12]([CH2:14][OH:15])[C@@H:10]([OH:11])[C@H:8]([OH:9])[C@H:6]1[NH2:7]. The catalyst is O.C(O)C. The product is [OH:4][CH:5]1[O:13][C@H:12]([CH2:14][OH:15])[C@@H:10]([OH:11])[C@H:8]([OH:9])[C@H:6]1[NH2:7]. The yield is 0.760. (4) The reactants are [NH2:1][CH2:2][C:3]1[N:8]=[C:7]([N:9]([CH2:17][C:18]([O:20][C:21]([CH3:24])([CH3:23])[CH3:22])=[O:19])[C:10]([O:12][C:13]([CH3:16])([CH3:15])[CH3:14])=[O:11])[CH:6]=[CH:5][CH:4]=1.[F:25][C:26]1[CH:31]=[CH:30][C:29]([S:32](Cl)(=[O:34])=[O:33])=[CH:28][CH:27]=1. No catalyst specified. The product is [C:13]([O:12][C:10]([N:9]([CH2:17][C:18]([O:20][C:21]([CH3:24])([CH3:23])[CH3:22])=[O:19])[C:7]1[CH:6]=[CH:5][CH:4]=[C:3]([CH2:2][NH:1][S:32]([C:29]2[CH:30]=[CH:31][C:26]([F:25])=[CH:27][CH:28]=2)(=[O:34])=[O:33])[N:8]=1)=[O:11])([CH3:16])([CH3:15])[CH3:14]. The yield is 0.480. (5) The reactants are F[C:2]1[C:3]2[C:4]3[N:31]=[CH:30][C:29]([C:32]4[N:36]([CH3:37])[N:35]=[N:34][C:33]=4[CH3:38])=[CH:28][C:5]=3[N:6]([C@@H:15]([CH:22]3[CH2:27][CH2:26][O:25][CH2:24][CH2:23]3)[C:16]3[CH:21]=[CH:20][CH:19]=[CH:18][CH:17]=3)[C:7]=2[C:8]([S:11]([CH3:14])(=[O:13])=[O:12])=[CH:9][CH:10]=1.C[O-].[Na+].C(O)(=O)C[C:44](CC(O)=O)(C(O)=O)[OH:45]. The catalyst is CS(C)=O.O. The product is [CH3:14][S:11]([C:8]1[C:7]2[N:6]([C@@H:15]([CH:22]3[CH2:23][CH2:24][O:25][CH2:26][CH2:27]3)[C:16]3[CH:17]=[CH:18][CH:19]=[CH:20][CH:21]=3)[C:5]3[CH:28]=[C:29]([C:32]4[N:36]([CH3:37])[N:35]=[N:34][C:33]=4[CH3:38])[CH:30]=[N:31][C:4]=3[C:3]=2[C:2]([O:45][CH3:44])=[CH:10][CH:9]=1)(=[O:13])=[O:12]. The yield is 0.520. (6) The reactants are [CH:1]1[C:5]2=[C:6](O)[C:7]3[CH:14]=[CH:13][C:11](=[O:12])[O:10][C:8]=3[CH:9]=[C:4]2[O:3][CH:2]=1.[C:16]([O-])([O-])=[O:17].[K+].[K+].[I-].[Na+].P(O)([O-])([O-])=[O:25].[Na+].[Na+].[CH3:31][C:32]([CH3:34])=[O:33]. No catalyst specified. The product is [CH3:16][O:17][C:31](=[O:25])[CH:32]([O:33][C:6]1[C:5]2[CH:1]=[CH:2][O:3][C:4]=2[CH:9]=[C:8]2[C:7]=1[CH:14]=[CH:13][C:11](=[O:12])[O:10]2)[CH3:34]. The yield is 0.385.